This data is from Full USPTO retrosynthesis dataset with 1.9M reactions from patents (1976-2016). The task is: Predict the reactants needed to synthesize the given product. (1) Given the product [F:26][C:23]1[C:24]2[C:25]3[C:20](=[CH:21][CH:22]=1)[NH:19][C:18](=[O:27])[C:17]=3[C:16]([C:28]1[NH:29][CH:30]=[CH:31][CH:32]=1)=[CH:15][C:14]=2[S:13][C@H:10]1[CH2:11][CH2:12][NH:8][CH2:9]1, predict the reactants needed to synthesize it. The reactants are: C(OC([N:8]1[CH2:12][CH2:11][C@H:10]([S:13][C:14]2[CH:15]=[C:16]([C:28]3[NH:29][CH:30]=[CH:31][CH:32]=3)[C:17]3[C:18](=[O:27])[NH:19][C:20]4[C:25]=3[C:24]=2[C:23]([F:26])=[CH:22][CH:21]=4)[CH2:9]1)=O)(C)(C)C.O. (2) The reactants are: Cl.[CH2:2]([CH:6]1[CH2:11][CH2:10][CH2:9][NH:8][CH2:7]1)[CH:3]([CH3:5])[CH3:4].[C:12]([O:16][C:17](=[O:27])[NH:18][C@@H:19]1[CH2:24][CH2:23][CH2:22][CH2:21][C@H:20]1[CH:25]=O)([CH3:15])([CH3:14])[CH3:13].C(O[BH-](OC(=O)C)OC(=O)C)(=O)C.[Na+].[OH-].[Na+]. Given the product [C:12]([O:16][C:17](=[O:27])[NH:18][C@@H:19]1[CH2:24][CH2:23][CH2:22][CH2:21][C@H:20]1[CH2:25][N:8]1[CH2:9][CH2:10][CH2:11][CH:6]([CH2:2][CH:3]([CH3:5])[CH3:4])[CH2:7]1)([CH3:15])([CH3:13])[CH3:14], predict the reactants needed to synthesize it. (3) Given the product [CH3:26][C:13]1[C:4]2[CH2:3][CH2:2][N:18]([C:19]([O:20][C:21]([CH3:23])([CH3:22])[CH3:24])=[O:25])[CH2:17][CH2:16][C:5]=2[CH:6]=[C:7]2[C:12]=1[NH:11][C:10](=[O:14])[CH2:9][CH2:8]2, predict the reactants needed to synthesize it. The reactants are: O[CH2:2][CH2:3][C:4]1[C:5]([CH2:16][CH2:17][NH:18][C:19](=[O:25])[O:20][C:21]([CH3:24])([CH3:23])[CH3:22])(C)[CH2:6][C:7]2[CH2:8][CH2:9][C:10](=[O:14])[NH:11][C:12]=2[CH:13]=1.[CH3:26]S(Cl)(=O)=O.CC(C)([O-])C.[K+].[Cl-].[NH4+]. (4) Given the product [CH2:24]([O:31][C:32]([N:34]1[CH2:38][CH2:37][CH:36]([CH2:39][CH2:40][NH:41][C:18]2[N:17]=[C:16]([C:13]3[S:12][C:11]4[CH:10]=[CH:9][CH:8]=[C:7]([C:5](=[O:6])[NH:4][CH:1]5[CH2:3][CH2:2]5)[C:15]=4[CH:14]=3)[C:21]([Cl:22])=[CH:20][N:19]=2)[CH2:35]1)=[O:33])[C:25]1[CH:30]=[CH:29][CH:28]=[CH:27][CH:26]=1, predict the reactants needed to synthesize it. The reactants are: [CH:1]1([NH:4][C:5]([C:7]2[C:15]3[CH:14]=[C:13]([C:16]4[C:21]([Cl:22])=[CH:20][N:19]=[C:18](Cl)[N:17]=4)[S:12][C:11]=3[CH:10]=[CH:9][CH:8]=2)=[O:6])[CH2:3][CH2:2]1.[CH2:24]([O:31][C:32]([N:34]1[CH2:38][CH2:37][CH:36]([CH2:39][CH2:40][NH2:41])[CH2:35]1)=[O:33])[C:25]1[CH:30]=[CH:29][CH:28]=[CH:27][CH:26]=1.C(N(CC)CC)C. (5) Given the product [OH:4][C:5]1([C:18]([OH:20])=[O:19])[CH2:10][CH2:9][CH2:8][N:7]([C:11]2[CH:16]=[CH:15][CH:14]=[CH:13][CH:12]=2)[C:6]1=[O:17], predict the reactants needed to synthesize it. The reactants are: O[Li].O.[OH:4][C:5]1([C:18]([O:20]CC)=[O:19])[CH2:10][CH2:9][CH2:8][N:7]([C:11]2[CH:16]=[CH:15][CH:14]=[CH:13][CH:12]=2)[C:6]1=[O:17].Cl. (6) Given the product [ClH:54].[ClH:54].[CH2:31]([O:38][C:39]1[C:40]([NH:47][C:48]2[S:49][CH:50]=[C:51]([CH3:53])[N:52]=2)=[N:41][CH:42]=[C:43](/[CH:44]=[CH:5]/[CH2:4][N:3]([CH3:25])[CH3:2])[CH:46]=1)[C:32]1[CH:37]=[CH:36][CH:35]=[CH:34][CH:33]=1, predict the reactants needed to synthesize it. The reactants are: [Br-].[CH3:2][N:3]([CH3:25])[CH2:4][CH2:5][P+](C1C=CC=CC=1)(C1C=CC=CC=1)C1C=CC=CC=1.C([Li])CCC.[CH2:31]([O:38][C:39]1[C:40]([NH:47][C:48]2[S:49][CH:50]=[C:51]([CH3:53])[N:52]=2)=[N:41][CH:42]=[C:43]([CH:46]=1)[CH:44]=O)[C:32]1[CH:37]=[CH:36][CH:35]=[CH:34][CH:33]=1.[ClH:54].